This data is from Forward reaction prediction with 1.9M reactions from USPTO patents (1976-2016). The task is: Predict the product of the given reaction. Given the reactants [CH:1]([N:4]1[CH:8]=[N:7][C:6]([CH3:9])=[N:5]1)([CH3:3])[CH3:2].C(N1C(C)=NC=N1)(C)C.C([Li])CCC.[Br:24][C:25]1[CH:26]=[CH:27][C:28]2[O:37][CH2:36][CH2:35][N:34]3[C:30](=[N:31][C:32](I)=[CH:33]3)[C:29]=2[CH:39]=1, predict the reaction product. The product is: [Br:24][C:25]1[CH:26]=[CH:27][C:28]2[O:37][CH2:36][CH2:35][N:34]3[C:30](=[N:31][C:32]([C:8]4[N:4]([CH:1]([CH3:3])[CH3:2])[N:5]=[C:6]([CH3:9])[N:7]=4)=[CH:33]3)[C:29]=2[CH:39]=1.